From a dataset of Catalyst prediction with 721,799 reactions and 888 catalyst types from USPTO. Predict which catalyst facilitates the given reaction. (1) Reactant: C(O[CH2:5][C:6]1[C:11]([CH3:12])=[C:10]([O:13][CH3:14])[CH:9]=[CH:8][N:7]=1)(=O)C.S(Cl)(Cl)=O.[SH:19][C:20]1[NH:21][C:22]2[CH:28]=[CH:27][CH:26]=[CH:25][C:23]=2[N:24]=1.C[O-].[Na+]. Product: [CH3:14][O:13][C:10]1[CH:9]=[CH:8][N:7]=[C:6]([CH2:5][S:19][C:20]2[NH:24][C:23]3[CH:25]=[CH:26][CH:27]=[CH:28][C:22]=3[N:21]=2)[C:11]=1[CH3:12]. The catalyst class is: 147. (2) Reactant: [Br:1][C:2]1[CH:3]=[C:4]([F:10])[C:5]([CH3:9])=[C:6]([F:8])[CH:7]=1.[Br:11]N1C(=O)CCC1=O. Product: [Br:1][C:2]1[CH:7]=[C:6]([F:8])[C:5]([CH2:9][Br:11])=[C:4]([F:10])[CH:3]=1. The catalyst class is: 855.